From a dataset of Catalyst prediction with 721,799 reactions and 888 catalyst types from USPTO. Predict which catalyst facilitates the given reaction. (1) Reactant: [CH:1]([C:3]1[CH:10]=[CH:9][C:6]([C:7]#[N:8])=[CH:5][CH:4]=1)=[O:2].[BH4-].[Na+].O. Product: [OH:2][CH2:1][C:3]1[CH:10]=[CH:9][C:6]([C:7]#[N:8])=[CH:5][CH:4]=1. The catalyst class is: 5. (2) Reactant: [NH2:1][C@H:2]1[C:11]2[C:6](=[CH:7][CH:8]=[C:9]([F:12])[CH:10]=2)[N:5]([C:13](=[O:15])[CH3:14])[C@@H:4]([CH:16]2[CH2:18][CH2:17]2)[C@@H:3]1[CH3:19].Br[C:21]1[CH:26]=[CH:25][C:24]([F:27])=[CH:23][N:22]=1.CC(C)([O-])C.[Na+].CN(C1C(C2C(P(C3CCCCC3)C3CCCCC3)=CC=CC=2)=CC=CC=1)C. The catalyst class is: 62. Product: [CH:16]1([C@H:4]2[C@H:3]([CH3:19])[C@@H:2]([NH:1][C:21]3[CH:26]=[CH:25][C:24]([F:27])=[CH:23][N:22]=3)[C:11]3[C:6](=[CH:7][CH:8]=[C:9]([F:12])[CH:10]=3)[N:5]2[C:13](=[O:15])[CH3:14])[CH2:18][CH2:17]1. (3) Reactant: [CH2:1]([C:4]1[C:13]([OH:14])=[C:12]([N+:15]([O-:17])=[O:16])[CH:11]=[CH:10][C:5]=1[C:6]([O:8][CH3:9])=[O:7])[CH:2]=[CH2:3].C1(C)C=CC(S(O)(=O)=O)=CC=1.C(=O)(O)[O-].[Na+]. Product: [CH3:3][CH:2]1[CH2:1][C:4]2=[C:5]([C:6]([O:8][CH3:9])=[O:7])[CH:10]=[CH:11][C:12]([N+:15]([O-:17])=[O:16])=[C:13]2[O:14]1. The catalyst class is: 26. (4) Reactant: [C:1]([C:5]1[CH:6]=[C:7]([CH:36]=[C:37]([C:39]([O:41]C)=[O:40])[CH:38]=1)[CH2:8][CH:9]([CH2:13][CH2:14][CH2:15][S:16]C(C1C=CC=CC=1)(C1C=CC=CC=1)C1C=CC=CC=1)[C:10]([OH:12])=[O:11])([CH3:4])([CH3:3])[CH3:2].C([SiH](C(C)C)C(C)C)(C)C.FC(F)(F)C(O)=O. Product: [C:39]([C:37]1[CH:36]=[C:7]([CH2:8][CH:9]([CH2:13][CH2:14][CH2:15][SH:16])[C:10]([OH:12])=[O:11])[CH:6]=[C:5]([C:1]([CH3:3])([CH3:4])[CH3:2])[CH:38]=1)([OH:41])=[O:40]. The catalyst class is: 4. (5) Reactant: [Cl:1][C:2]1[C:3](I)=[CH:4][C:5]2[C:14]3[C:9](=[C:10]([CH3:15])[N:11]=[CH:12][CH:13]=3)[C:8](=[O:16])[N:7]([CH3:17])[C:6]=2[CH:18]=1.B1(C=C)OB([CH:26]=[CH2:27])OB(C=C)O1.C1C=CN=CC=1.C([O-])([O-])=O.[Na+].[Na+]. Product: [Cl:1][C:2]1[C:3]([CH:26]=[CH2:27])=[CH:4][C:5]2[C:14]3[C:9](=[C:10]([CH3:15])[N:11]=[CH:12][CH:13]=3)[C:8](=[O:16])[N:7]([CH3:17])[C:6]=2[CH:18]=1. The catalyst class is: 398. (6) Reactant: C([O:8][C:9]1[C:18]([CH:19]([CH3:21])[CH3:20])=[CH:17][C:12]([C:13]([O:15][CH3:16])=[O:14])=[C:11]([O:22][CH3:23])[CH:10]=1)C1C=CC=CC=1. Product: [OH:8][C:9]1[C:18]([CH:19]([CH3:21])[CH3:20])=[CH:17][C:12]([C:13]([O:15][CH3:16])=[O:14])=[C:11]([O:22][CH3:23])[CH:10]=1. The catalyst class is: 43. (7) Reactant: [CH:1]([C:4]1[CH:9]=[CH:8][C:7]([CH:10]2[C:14]3[C:15]([CH3:31])=[C:16]([NH:22][C:23](=[O:30])OCC(Cl)(Cl)Cl)[C:17]([CH3:21])=[C:18]([O:19][CH3:20])[C:13]=3[O:12][CH2:11]2)=[CH:6][CH:5]=1)([CH3:3])[CH3:2].[NH2:32][CH2:33][CH2:34][OH:35]. Product: [OH:35][CH2:34][CH2:33][NH:32][C:23]([NH:22][C:16]1[C:17]([CH3:21])=[C:18]([O:19][CH3:20])[C:13]2[O:12][CH2:11][CH:10]([C:7]3[CH:8]=[CH:9][C:4]([CH:1]([CH3:2])[CH3:3])=[CH:5][CH:6]=3)[C:14]=2[C:15]=1[CH3:31])=[O:30]. The catalyst class is: 195. (8) Reactant: Br[C:2]1[C:3]([CH3:14])=[N:4][C:5]([N:9]2[CH2:13][CH2:12][CH2:11][CH2:10]2)=[N:6][C:7]=1[CH3:8].CCCCCC.C([Li])CCC.[B:26](OC(C)C)([O:31]C(C)C)[O:27]C(C)C.[Cl-].[NH4+]. Product: [CH3:14][C:3]1[C:2]([B:26]([OH:31])[OH:27])=[C:7]([CH3:8])[N:6]=[C:5]([N:9]2[CH2:13][CH2:12][CH2:11][CH2:10]2)[N:4]=1. The catalyst class is: 7. (9) Reactant: [CH:1]1[C:11]2[CH:10]=[CH:9][C:8]3[CH:12]=[CH:13][CH:14]=[CH:15][C:7]=3[C:6](=[CH:16][C:17](O)=[O:18])[C:5]=2[CH:4]=[CH:3][CH:2]=1.[N:20]1([C:26]([O:28][C:29]([CH3:32])([CH3:31])[CH3:30])=[O:27])[CH2:25][CH2:24][NH:23][CH2:22][CH2:21]1.Cl.C(N=C=NCCCN(C)C)C.C(N(CC)CC)C. Product: [CH:1]1[C:11]2[CH:10]=[CH:9][C:8]3[CH:12]=[CH:13][CH:14]=[CH:15][C:7]=3[C:6](=[CH:16][C:17]([N:23]3[CH2:24][CH2:25][N:20]([C:26]([O:28][C:29]([CH3:32])([CH3:31])[CH3:30])=[O:27])[CH2:21][CH2:22]3)=[O:18])[C:5]=2[CH:4]=[CH:3][CH:2]=1. The catalyst class is: 4.